Task: Regression. Given two drug SMILES strings and cell line genomic features, predict the synergy score measuring deviation from expected non-interaction effect.. Dataset: NCI-60 drug combinations with 297,098 pairs across 59 cell lines (1) Drug 1: CC1=C(C(CCC1)(C)C)C=CC(=CC=CC(=CC(=O)O)C)C. Drug 2: CCC1=C2CN3C(=CC4=C(C3=O)COC(=O)C4(CC)O)C2=NC5=C1C=C(C=C5)O. Cell line: PC-3. Synergy scores: CSS=8.91, Synergy_ZIP=-1.71, Synergy_Bliss=-1.12, Synergy_Loewe=-36.5, Synergy_HSA=-5.99. (2) Drug 1: C1=CC=C(C=C1)NC(=O)CCCCCCC(=O)NO. Drug 2: B(C(CC(C)C)NC(=O)C(CC1=CC=CC=C1)NC(=O)C2=NC=CN=C2)(O)O. Cell line: U251. Synergy scores: CSS=37.9, Synergy_ZIP=0.173, Synergy_Bliss=4.69, Synergy_Loewe=-20.2, Synergy_HSA=5.52. (3) Drug 1: C1C(C(OC1N2C=NC3=C(N=C(N=C32)Cl)N)CO)O. Drug 2: CC1=C(C=C(C=C1)C(=O)NC2=CC(=CC(=C2)C(F)(F)F)N3C=C(N=C3)C)NC4=NC=CC(=N4)C5=CN=CC=C5. Cell line: HCC-2998. Synergy scores: CSS=20.0, Synergy_ZIP=-5.10, Synergy_Bliss=-4.06, Synergy_Loewe=-17.4, Synergy_HSA=-5.00. (4) Drug 1: CC1=CC=C(C=C1)C2=CC(=NN2C3=CC=C(C=C3)S(=O)(=O)N)C(F)(F)F. Drug 2: CN(C(=O)NC(C=O)C(C(C(CO)O)O)O)N=O. Cell line: CCRF-CEM. Synergy scores: CSS=-4.78, Synergy_ZIP=2.80, Synergy_Bliss=-0.825, Synergy_Loewe=-3.86, Synergy_HSA=-4.54.